Dataset: Forward reaction prediction with 1.9M reactions from USPTO patents (1976-2016). Task: Predict the product of the given reaction. (1) Given the reactants [CH2:1]([O:5][C:6]1[N:14]=[C:13]2[C:9]([N:10]=[C:11]([O:24][CH3:25])[N:12]2[CH2:15][CH2:16][CH2:17][CH:18]2CC[CH2:21][CH2:20][NH:19]2)=[C:8]([NH2:26])[N:7]=1)[CH2:2][CH2:3][CH3:4].NC1N=C(OCCCC)N=C2C=1N=C(OC)N2CCC1CCN(C(OCC2C=CC=CC=2)=O)CC1, predict the reaction product. The product is: [CH2:1]([O:5][C:6]1[N:14]=[C:13]2[C:9]([N:10]=[C:11]([O:24][CH3:25])[N:12]2[CH2:15][CH:16]2[CH2:17][CH2:18][NH:19][CH2:20][CH2:21]2)=[C:8]([NH2:26])[N:7]=1)[CH2:2][CH2:3][CH3:4]. (2) Given the reactants [C:1]1([CH:7]([O:11][CH:12]2[CH2:17][CH2:16][CH2:15][CH2:14][O:13]2)[C:8]([OH:10])=O)[CH:6]=[CH:5][CH:4]=[CH:3][CH:2]=1.[NH2:18][C:19]1[CH:20]=[C:21]([C:25]([C:27]2[C:35]3[CH:34]=[N:33][CH:32]=[N:31][C:30]=3[N:29]([CH:36]([CH3:38])[CH3:37])[CH:28]=2)=[O:26])[CH:22]=[N:23][CH:24]=1, predict the reaction product. The product is: [CH:36]([N:29]1[C:30]2[N:31]=[CH:32][N:33]=[CH:34][C:35]=2[C:27]([C:25]([C:21]2[CH:20]=[C:19]([NH:18][C:8](=[O:10])[CH:7]([C:1]3[CH:2]=[CH:3][CH:4]=[CH:5][CH:6]=3)[O:11][CH:12]3[CH2:17][CH2:16][CH2:15][CH2:14][O:13]3)[CH:24]=[N:23][CH:22]=2)=[O:26])=[CH:28]1)([CH3:38])[CH3:37].